Dataset: Catalyst prediction with 721,799 reactions and 888 catalyst types from USPTO. Task: Predict which catalyst facilitates the given reaction. (1) Reactant: [Br:1][C:2]1[CH:7]=[CH:6][CH:5]=[CH:4][C:3]=1[OH:8].Br[CH2:10][CH2:11][CH:12]([CH3:14])[CH3:13].C(=O)([O-])[O-].[K+].[K+]. Product: [Br:1][C:2]1[CH:7]=[CH:6][CH:5]=[CH:4][C:3]=1[O:8][CH2:10][CH2:11][CH:12]([CH3:14])[CH3:13]. The catalyst class is: 10. (2) Reactant: [OH:1][C:2]1[CH:7]=[CH:6][C:5]([CH2:8][C:9]([NH:11][C@H:12]2[CH2:17][CH2:16][C@H:15](/[CH:18]=[CH:19]\[CH:20]([CH3:22])[CH3:21])[CH2:14][CH2:13]2)=[O:10])=[CH:4][C:3]=1[O:23][CH3:24]. Product: [OH:1][C:2]1[CH:7]=[CH:6][C:5]([CH2:8][C:9]([NH:11][C@H:12]2[CH2:17][CH2:16][C@H:15]([CH2:18][CH2:19][CH:20]([CH3:21])[CH3:22])[CH2:14][CH2:13]2)=[O:10])=[CH:4][C:3]=1[O:23][CH3:24]. The catalyst class is: 29. (3) Reactant: [Br:1][C:2]1[CH:11]=[C:10]([CH2:12]Br)[CH:9]=[CH:8][C:3]=1[C:4]([O:6][CH3:7])=[O:5].[NH3:14]. The catalyst class is: 5. Product: [NH2:14][CH2:12][C:10]1[CH:9]=[CH:8][C:3]([C:4]([O:6][CH3:7])=[O:5])=[C:2]([Br:1])[CH:11]=1. (4) Reactant: [NH2:1][C:2]1[C:7]([CH2:8][S:9][C:10]2[CH:15]=[CH:14][CH:13]=[CH:12][CH:11]=2)=[C:6]([CH:16]2[CH2:21][CH2:20][CH2:19][N:18](C(OC(C)(C)C)=O)[CH2:17]2)[CH:5]=[C:4]([C:29]2[C:34]([O:35]CC3C=CC(OC)=CC=3)=[CH:33][CH:32]=[CH:31][C:30]=2[O:45][CH2:46][CH:47]2[CH2:49][CH2:48]2)[N:3]=1.[ClH:50]. Product: [ClH:50].[NH2:1][C:2]1[N:3]=[C:4]([C:29]2[C:30]([O:45][CH2:46][CH:47]3[CH2:49][CH2:48]3)=[CH:31][CH:32]=[CH:33][C:34]=2[OH:35])[CH:5]=[C:6]([CH:16]2[CH2:21][CH2:20][CH2:19][NH:18][CH2:17]2)[C:7]=1[CH2:8][S:9][C:10]1[CH:11]=[CH:12][CH:13]=[CH:14][CH:15]=1. The catalyst class is: 155.